This data is from Full USPTO retrosynthesis dataset with 1.9M reactions from patents (1976-2016). The task is: Predict the reactants needed to synthesize the given product. Given the product [CH3:1][S:2]([OH:5])(=[O:4])=[O:3].[Cl:40][C:37]1[S:36][C:35]([C:33]([NH:32][C:29]2[CH:28]=[CH:27][CH:26]=[C:25]3[C:30]=2[CH2:31][N:23]([C:20]2[CH:19]=[CH:18][C:17]([N:16]4[CH2:15][CH2:14][O:13][C:42]4=[NH:43])=[CH:22][CH:21]=2)[C:24]3=[O:41])=[O:34])=[CH:39][CH:38]=1, predict the reactants needed to synthesize it. The reactants are: [CH3:1][S:2]([OH:5])(=[O:4])=[O:3].[Si]([O:13][CH2:14][CH2:15][N:16]([C:42]#[N:43])[C:17]1[CH:22]=[CH:21][C:20]([N:23]2[CH2:31][C:30]3[C:25](=[CH:26][CH:27]=[CH:28][C:29]=3[NH:32][C:33]([C:35]3[S:36][C:37]([Cl:40])=[CH:38][CH:39]=3)=[O:34])[C:24]2=[O:41])=[CH:19][CH:18]=1)(C(C)(C)C)(C)C.C(OCC)C.